Dataset: Catalyst prediction with 721,799 reactions and 888 catalyst types from USPTO. Task: Predict which catalyst facilitates the given reaction. (1) Reactant: [Li+].C[Si]([N-][Si](C)(C)C)(C)C.[OH:11][CH:12]([CH:23]([CH3:25])[CH3:24])[C:13]([NH:15][C:16]1[CH:21]=[CH:20][C:19]([CH3:22])=[CH:18][N:17]=1)=[O:14].Cl[C:27]1[N:32]=[CH:31][N:30]=[C:29]2[N:33]([C:36]3[CH:41]=[CH:40][CH:39]=[CH:38][C:37]=3[Cl:42])[N:34]=[CH:35][C:28]=12. Product: [Cl:42][C:37]1[CH:38]=[CH:39][CH:40]=[CH:41][C:36]=1[N:33]1[C:29]2=[N:30][CH:31]=[N:32][C:27]([O:11][CH:12]([CH:23]([CH3:25])[CH3:24])[C:13]([NH:15][C:16]3[CH:21]=[CH:20][C:19]([CH3:22])=[CH:18][N:17]=3)=[O:14])=[C:28]2[CH:35]=[N:34]1. The catalyst class is: 49. (2) Reactant: [CH2:1]([N:8]1[CH2:13][CH2:12][CH:11]([NH:14][C:15]2[CH:20]=[CH:19][C:18]([F:21])=[CH:17][C:16]=2N)[CH2:10][CH2:9]1)[C:2]1[CH:7]=[CH:6][CH:5]=[CH:4][CH:3]=1.[F:23][C:24]([F:30])([F:29])[CH2:25][C:26](O)=[O:27].C[N:32]1CCOCC1. Product: [CH2:1]([N:8]1[CH2:13][CH2:12][CH:11]([N:14]([NH2:32])[C:15]2[CH:20]=[CH:19][C:18]([F:21])=[CH:17][C:16]=2[C:26](=[O:27])[CH2:25][C:24]([F:30])([F:29])[F:23])[CH2:10][CH2:9]1)[C:2]1[CH:7]=[CH:6][CH:5]=[CH:4][CH:3]=1. The catalyst class is: 96. (3) Reactant: [CH3:1][S:2]([NH:5][C:6]1[CH:11]=[CH:10][C:9]([N:12]2[C:16](=[O:17])[C:15]3([CH2:22][CH2:21][N:20](C(OC(C)(C)C)=O)[CH2:19][CH2:18]3)[N:14]([C:30]3[CH:35]=[CH:34][CH:33]=[CH:32][CH:31]=3)[CH2:13]2)=[CH:8][CH:7]=1)(=[O:4])=[O:3].Cl. Product: [O:17]=[C:16]1[C:15]2([CH2:22][CH2:21][NH:20][CH2:19][CH2:18]2)[N:14]([C:30]2[CH:31]=[CH:32][CH:33]=[CH:34][CH:35]=2)[CH2:13][N:12]1[C:9]1[CH:8]=[CH:7][C:6]([NH:5][S:2]([CH3:1])(=[O:4])=[O:3])=[CH:11][CH:10]=1. The catalyst class is: 12. (4) The catalyst class is: 64. Product: [C:19]1([CH:14]([C:8]2[CH:9]=[CH:10][CH:11]=[CH:12][CH:13]=2)[CH2:15][C:16]([N:6]2[CH2:5][CH2:4][NH:3][C:2](=[O:1])[CH2:7]2)=[O:17])[CH:20]=[CH:21][CH:22]=[CH:23][CH:24]=1. Reactant: [O:1]=[C:2]1[CH2:7][NH:6][CH2:5][CH2:4][NH:3]1.[C:8]1([CH:14]([C:19]2[CH:24]=[CH:23][CH:22]=[CH:21][CH:20]=2)[CH2:15][C:16](O)=[O:17])[CH:13]=[CH:12][CH:11]=[CH:10][CH:9]=1.C(Cl)CCl. (5) Reactant: [O:1]=[C:2]1[NH:7][C:6]2[CH:8]=[C:9]([C:12]3[CH:13]([C:26]4[CH:31]=[CH:30][CH:29]=[CH:28][CH:27]=4)[S:14][C:15]4[C:20]([CH:21]=3)=[CH:19][CH:18]=[C:17]([C:22]([O:24]C)=[O:23])[CH:16]=4)[CH:10]=[CH:11][C:5]=2[O:4][CH2:3]1.[OH-].[Na+]. Product: [O:1]=[C:2]1[NH:7][C:6]2[CH:8]=[C:9]([C:12]3[CH:13]([C:26]4[CH:31]=[CH:30][CH:29]=[CH:28][CH:27]=4)[S:14][C:15]4[C:20]([CH:21]=3)=[CH:19][CH:18]=[C:17]([C:22]([OH:24])=[O:23])[CH:16]=4)[CH:10]=[CH:11][C:5]=2[O:4][CH2:3]1. The catalyst class is: 353. (6) Reactant: [Cl:1][C:2]1[N:7]=[C:6]([CH3:8])[C:5]([NH2:9])=[CH:4][CH:3]=1.C(N(CC)CC)C.[C:17](OC(=O)C)(=[O:19])[CH3:18]. Product: [Cl:1][C:2]1[N:7]=[C:6]([CH3:8])[C:5]([NH:9][C:17](=[O:19])[CH3:18])=[CH:4][CH:3]=1. The catalyst class is: 4.